Dataset: Forward reaction prediction with 1.9M reactions from USPTO patents (1976-2016). Task: Predict the product of the given reaction. Given the reactants [NH2:1][CH:2]1[CH2:6][CH2:5][N:4]([CH2:7][C:8]2[CH:13]=[CH:12][CH:11]=[CH:10][CH:9]=2)[CH2:3]1.[OH-].[Na+].[C:16](Cl)(=[O:25])[O:17][CH2:18][C:19]1[CH:24]=[CH:23][CH:22]=[CH:21][CH:20]=1, predict the reaction product. The product is: [CH2:7]([N:4]1[CH2:5][CH2:6][CH:2]([NH:1][C:16]([O:17][CH2:18][C:19]2[CH:24]=[CH:23][CH:22]=[CH:21][CH:20]=2)=[O:25])[CH2:3]1)[C:8]1[CH:13]=[CH:12][CH:11]=[CH:10][CH:9]=1.